From a dataset of Experimentally validated miRNA-target interactions with 360,000+ pairs, plus equal number of negative samples. Binary Classification. Given a miRNA mature sequence and a target amino acid sequence, predict their likelihood of interaction. (1) The miRNA is hsa-miR-7973 with sequence UGUGACCCUAGAAUAAUUAC. The protein sequence of the target gene is MSAFDMSHGFFPREPICPFEEKTKIGTMVEDHRSNSYQDSVTFDDVAVEFTPEEWALLDTTQKYLYRDVMLENYMNLASVDFFFCLTSEWEIQPRTKRSSLQQGFLKNQIFTGIQMQTRSYSGWKLCENCGEVFSEQFCLKTHMRAQNGGNTFEGNCYGKDSISVHKEASIGQELSKFNPCGKVFTLTPGLAVHLEILNGRQPYKCKECGKGFKYFASLDNHMGIHIGEKLCEFQECERAITTSSHLKQCVAVHTGKKSEKTKNCGKSFTNFSQLSAHAKTHKGEKSFECKECGRSFRNS.... Result: 1 (interaction). (2) The miRNA is hsa-miR-3664-3p with sequence UCUCAGGAGUAAAGACAGAGUU. The protein sequence of the target gene is MLPRHSCSLLLFLFLLPSVPMEPHPPSSTLPPFLAPEWDLLSPRVALSRGAPAGPPLLFLLEAGAYGEPAGAPANRSRRGVSETAPASRRGELAVCDAVSGWVTDRRTAVDLRGREVEVLGEVPAAGGSPLRQYFFETRCKAESAGEGGPGVGGGGCRGVDRRHWLSECKAKQSYVRALTADSQGRVGWRWIRIDTACVCTLLSRTGRA. Result: 0 (no interaction). (3) The miRNA is hsa-miR-4485-5p with sequence ACCGCCUGCCCAGUGA. The protein sequence of the target gene is MQSESGIVADFEVGEEFHEEPKTYYELKSQPLKSSSSAEHSGASKPPLSSSTMTSRILLRQQLMREQMQEQERREQQQKLQAAQFMQQRVAVSQTPAINVSVPTTLPSATQVPMEVLKVQTHLENPTKYHIQQAQRHQVKQYLSTTLANKHASQVLSSPCPNQPGDHAMPPVPGSSAPNSPMAMLTLNSNCEKEAFYKFEEQSRAESECPGMNTHSRASCMQMDDVIDDIISLESSYNEEILGLMDPALQMANTLPVSGNLIDLYSNQGLPPPGLTISNSCPANLPNIKRELTACIFPTE.... Result: 0 (no interaction). (4) The miRNA is hsa-miR-890 with sequence UACUUGGAAAGGCAUCAGUUG. The protein sequence of the target gene is MDNYADLSDTELTTLLRRYNIPHGPVVGSTRRLYEKKIFEYETQRRRLSPPSSSAASSYSFSDLNSTRGDADMYDLPKKEDALLYQSKGYNDDYYEESYFTTRTYGEPESAGPSRAVRQSVTSFPDADAFHHQVHDDDLLSSSEEECKDRERPMYGRDSAYQSITHYRPVSASRSSLDLSYYPTSSSTSFMSSSSSSSSWLTRRAIRPENRAPGAGLGQDRQVPLWGQLLLFLVFVIVLFFIYHFMQAEEGNPF. Result: 0 (no interaction). (5) The protein sequence of the target gene is MKVRLLRQLSAAAKVKAPSGLQGPPQAHQFISLLLEEYGALCQAARSISTFLGTLENEHLKKFQVTWELHNKHLFENLVFSEPLLQSNLPALVSQIRLGTTTHDTCSEDTYSTLLQRYQRSEEELRRVAEEWLECQKRIDAYVDEQMTMKTKQRMLTEDWELFKQRRFIEEQLTNKKAVTGENNFTDTMRHMLSSRLSMPDCPNCNYRRRCACDDCSLSHILTCGIMDPPVTDDIHIHQLPLQVDPAPDYLAERSPPSVSSASSGSGSSSPITIQQHPRLILTDSGSAPTFCSDDEDVAP.... The miRNA is hsa-miR-8076 with sequence UAUAUGGACUUUUCUGAUACAAUG. Result: 0 (no interaction). (6) The miRNA is hsa-miR-215-5p with sequence AUGACCUAUGAAUUGACAGAC. The protein sequence of the target gene is MGLGQPQAWLLGLPTAVVYGSLALFTTILHNVFLLYYVDTFVSVYKINKMAFWVGETVFLLWNSLNDPLFGWLSDRQFLSSQPRSGAGLSSRAVVLARVQALGWHGPLLALSFLAFWVPWAPAGLQFLLCLCLYDGFLTLVDLHHHALLADLALSAHDRTHLNFYCSLFSAAGSLSVFASYAFWNKEDFSSFRAFCVTLAVSSGLGFLGATQLLRRRVEAARKDPGCSGLVVDSGLCGEELLVGSEEADSITLGRYLRQLARHRNFLWFVSMDLVQVFHCHFNSNFFPLFLEHLLSDHIS.... Result: 1 (interaction). (7) The miRNA is hsa-miR-509-5p with sequence UACUGCAGACAGUGGCAAUCA. The protein sequence of the target gene is MSEIRFTNLTWDQVITLDQVLDEVIPIHGKGNFPTMEVKPKDIIHVVKDQLIGQGIIVKDARLNGSVASYILASHNGISYKDLDVIFGVELPGNEEFQVVKDAVLDCLLDFLPKDVKKEKLSPDIMKDAYVQKLVKVCNGHDCWSLISLSNNTGKNLELKFVSSLRRQFEFSVDSFQIVLDPMLDFYSDKNAKLTKESYPVVVAESMYGDFQEAMTHLQHKLICTRKPEEIRGGGLLKYCSLLVHGFKPACMSEIKNLERYMCSRFFIDFPHIEEQQKKIESYLHNHFIGEGMTKYDYLM.... Result: 0 (no interaction). (8) The miRNA is hsa-miR-32-5p with sequence UAUUGCACAUUACUAAGUUGCA. The protein sequence of the target gene is MSRRKQGKPQHLSKREFSPEPLEAILTDDEPDHGPLGAPEGDHDLLTCGQCQMNFPLGDILIFIEHKRKQCNGSLCLEKAVDKPPSPSPIEMKKASNPVEVGIQVTPEDDDCLSTSSRGICPKQEHIADKLLHWRGLSSPRSAHGALIPTPGMSAEYAPQGICKDEPSSYTCTTCKQPFTSAWFLLQHAQNTHGLRIYLESEHGSPLTPRVGIPSGLGAECPSQPPLHGIHIADNNPFNLLRIPGSVSREASGLAEGRFPPTPPLFSPPPRHHLDPHRIERLGAEEMALATHHPSAFDRV.... Result: 1 (interaction).